This data is from NCI-60 drug combinations with 297,098 pairs across 59 cell lines. The task is: Regression. Given two drug SMILES strings and cell line genomic features, predict the synergy score measuring deviation from expected non-interaction effect. (1) Drug 1: CC1OCC2C(O1)C(C(C(O2)OC3C4COC(=O)C4C(C5=CC6=C(C=C35)OCO6)C7=CC(=C(C(=C7)OC)O)OC)O)O. Drug 2: CCC(=C(C1=CC=CC=C1)C2=CC=C(C=C2)OCCN(C)C)C3=CC=CC=C3.C(C(=O)O)C(CC(=O)O)(C(=O)O)O. Cell line: MOLT-4. Synergy scores: CSS=60.2, Synergy_ZIP=-0.227, Synergy_Bliss=-1.58, Synergy_Loewe=-22.1, Synergy_HSA=-1.53. (2) Drug 1: CN(CCCl)CCCl.Cl. Drug 2: CC12CCC3C(C1CCC2OP(=O)(O)O)CCC4=C3C=CC(=C4)OC(=O)N(CCCl)CCCl.[Na+]. Cell line: DU-145. Synergy scores: CSS=11.0, Synergy_ZIP=-9.66, Synergy_Bliss=-9.46, Synergy_Loewe=-33.5, Synergy_HSA=-10.4.